This data is from Peptide-MHC class II binding affinity with 134,281 pairs from IEDB. The task is: Regression. Given a peptide amino acid sequence and an MHC pseudo amino acid sequence, predict their binding affinity value. This is MHC class II binding data. The peptide sequence is APTGATTAAAGGYKV. The MHC is DRB1_1101 with pseudo-sequence DRB1_1101. The binding affinity (normalized) is 0.0240.